Dataset: Peptide-MHC class I binding affinity with 185,985 pairs from IEDB/IMGT. Task: Regression. Given a peptide amino acid sequence and an MHC pseudo amino acid sequence, predict their binding affinity value. This is MHC class I binding data. (1) The peptide sequence is GLNPTAILL. The MHC is HLA-A02:01 with pseudo-sequence HLA-A02:01. The binding affinity (normalized) is 0.867. (2) The peptide sequence is SYIRYFTVF. The MHC is HLA-A03:01 with pseudo-sequence HLA-A03:01. The binding affinity (normalized) is 0.0847. (3) The binding affinity (normalized) is 0.0847. The MHC is HLA-A24:03 with pseudo-sequence HLA-A24:03. The peptide sequence is SLLRGLIFY. (4) The peptide sequence is SLDQTHIKT. The MHC is HLA-A68:02 with pseudo-sequence HLA-A68:02. The binding affinity (normalized) is 0. (5) The peptide sequence is RVATENIAV. The MHC is HLA-B08:02 with pseudo-sequence HLA-B08:02. The binding affinity (normalized) is 0.0847. (6) The binding affinity (normalized) is 0.644. The MHC is HLA-A33:01 with pseudo-sequence HLA-A33:01. The peptide sequence is FLNEDHWFSR. (7) The peptide sequence is TVMDIISRK. The MHC is HLA-A31:01 with pseudo-sequence HLA-A31:01. The binding affinity (normalized) is 0.638. (8) The peptide sequence is AMNREVSSL. The MHC is HLA-A02:01 with pseudo-sequence HLA-A02:01. The binding affinity (normalized) is 0.582. (9) The peptide sequence is WIKNLETYTR. The MHC is HLA-A33:01 with pseudo-sequence HLA-A33:01. The binding affinity (normalized) is 0.350.